Dataset: Full USPTO retrosynthesis dataset with 1.9M reactions from patents (1976-2016). Task: Predict the reactants needed to synthesize the given product. (1) The reactants are: CON(C)[C:4]([C:6]1[N:7]=[CH:8][N:9]([C:11]2[CH:12]=[C:13]([C:17]3[CH:22]=[CH:21][CH:20]=[C:19]([F:23])[C:18]=3[O:24][CH3:25])[CH:14]=[CH:15][CH:16]=2)[CH:10]=1)=[O:5].Br[C:28]1[CH:33]=[CH:32][CH:31]=[CH:30][N:29]=1. Given the product [F:23][C:19]1[C:18]([O:24][CH3:25])=[C:17]([C:13]2[CH:14]=[CH:15][CH:16]=[C:11]([N:9]3[CH:10]=[C:6]([C:4]([C:28]4[CH:33]=[CH:32][CH:31]=[CH:30][N:29]=4)=[O:5])[N:7]=[CH:8]3)[CH:12]=2)[CH:22]=[CH:21][CH:20]=1, predict the reactants needed to synthesize it. (2) Given the product [Cl:1][C:2]1[CH:3]=[C:4]([C:13]2[C:22]3[C:17](=[CH:18][C:19]4[C:25]([NH:26][S:31]([CH:28]5[CH2:30][CH2:29]5)(=[O:33])=[O:32])=[N:24][O:23][C:20]=4[CH:21]=3)[CH:16]=[C:15]([CH3:27])[N:14]=2)[CH:5]=[N:6][C:7]=1[O:8][CH2:9][CH:10]([CH3:12])[CH3:11], predict the reactants needed to synthesize it. The reactants are: [Cl:1][C:2]1[CH:3]=[C:4]([C:13]2[C:22]3[C:17](=[CH:18][C:19]4[C:25]([NH2:26])=[N:24][O:23][C:20]=4[CH:21]=3)[CH:16]=[C:15]([CH3:27])[N:14]=2)[CH:5]=[N:6][C:7]=1[O:8][CH2:9][CH:10]([CH3:12])[CH3:11].[CH:28]1([S:31](Cl)(=[O:33])=[O:32])[CH2:30][CH2:29]1.CCCC[N+](CCCC)(CCCC)CCCC.[F-].C1COCC1. (3) Given the product [CH:17]([N:5]1[CH2:6][CH:7]([NH:8][C:9](=[O:15])[O:10][C:11]([CH3:12])([CH3:14])[CH3:13])[C:3]2([CH2:2][CH2:1]2)[CH2:4]1)([CH3:18])[CH3:16], predict the reactants needed to synthesize it. The reactants are: [CH2:1]1[C:3]2([CH:7]([NH:8][C:9](=[O:15])[O:10][C:11]([CH3:14])([CH3:13])[CH3:12])[CH2:6][NH:5][CH2:4]2)[CH2:2]1.[CH3:16][C:17](=O)[CH3:18].C(O[BH-](OC(=O)C)OC(=O)C)(=O)C.[Na+].O. (4) Given the product [OH:1][C:2]1[CH:10]=[CH:9][C:5]([C:6]([N:35]([O:34][CH3:33])[CH3:36])=[O:8])=[CH:4][N:3]=1, predict the reactants needed to synthesize it. The reactants are: [OH:1][C:2]1[CH:10]=[CH:9][C:5]([C:6]([OH:8])=O)=[CH:4][N:3]=1.CCN=C=NCCCN(C)C.C1C=CC2N(O)N=NC=2C=1.Cl.[CH3:33][O:34][NH:35][CH3:36].CCN(CC)CC. (5) Given the product [NH2:27][CH:13]1[CH:12]2[CH2:15][CH2:16][N:9]([CH2:10][CH2:11]2)[CH:8]1[CH2:7][C:3]1[CH:2]=[N:1][CH:6]=[CH:5][CH:4]=1, predict the reactants needed to synthesize it. The reactants are: [N:1]1[CH:6]=[CH:5][CH:4]=[C:3]([CH2:7][CH:8]2[C:13](=O)[CH:12]3[CH2:15][CH2:16][N:9]2[CH2:10][CH2:11]3)[CH:2]=1.CCOCC.C([O-])=O.[NH4+].C([BH3-])#[N:27].[Na+]. (6) Given the product [Cl:8][C:9]1[CH:14]=[C:13]([NH:15][CH2:16][C:17]2[CH:22]=[CH:21][C:20]([C:23]([F:26])([F:25])[F:24])=[CH:19][C:18]=2[C:27]2[CH:28]=[CH:29][C:30]([C:33]([OH:35])=[O:34])=[CH:31][CH:32]=2)[CH:12]=[CH:11][C:10]=1[C:37]1[CH:42]=[CH:41][C:40]([Cl:43])=[CH:39][C:38]=1[CH3:44], predict the reactants needed to synthesize it. The reactants are: [OH-].[Na+].C1COCC1.[Cl:8][C:9]1[CH:14]=[C:13]([NH:15][CH2:16][C:17]2[CH:22]=[CH:21][C:20]([C:23]([F:26])([F:25])[F:24])=[CH:19][C:18]=2[C:27]2[CH:32]=[CH:31][C:30]([C:33]([O:35]C)=[O:34])=[CH:29][CH:28]=2)[CH:12]=[CH:11][C:10]=1[C:37]1[CH:42]=[CH:41][C:40]([Cl:43])=[CH:39][C:38]=1[CH3:44]. (7) The reactants are: [CH3:1][C:2]1[NH:3][CH:4]=[CH:5][C:6]=1[C:7]([O:9][CH2:10][CH3:11])=[O:8].[C:12]1([S:18](Cl)(=[O:20])=[O:19])[CH:17]=[CH:16][CH:15]=[CH:14][CH:13]=1.[OH-].[Na+].C(OCC)(=O)C. Given the product [CH3:1][C:2]1[N:3]([S:18]([C:12]2[CH:17]=[CH:16][CH:15]=[CH:14][CH:13]=2)(=[O:20])=[O:19])[CH:4]=[CH:5][C:6]=1[C:7]([O:9][CH2:10][CH3:11])=[O:8], predict the reactants needed to synthesize it.